This data is from Forward reaction prediction with 1.9M reactions from USPTO patents (1976-2016). The task is: Predict the product of the given reaction. (1) Given the reactants [CH:1]1([N:5]2[C:9]([C:10](=O)/[C:11](/[F:16])=[CH:12]/N(C)C)=[CH:8][N:7]=[C:6]2[CH3:18])[CH2:4][CH2:3][CH2:2]1.[N:19]1([C:25]2[CH:30]=[CH:29][C:28]([NH:31][C:32]([NH2:34])=[NH:33])=[CH:27][CH:26]=2)[CH2:24][CH2:23][O:22][CH2:21][CH2:20]1, predict the reaction product. The product is: [O:22]1[CH2:23][CH2:24][N:19]([C:25]2[CH:26]=[CH:27][C:28]([NH:31][C:32]3[N:34]=[C:10]([C:9]4[N:5]([CH:1]5[CH2:4][CH2:3][CH2:2]5)[C:6]([CH3:18])=[N:7][CH:8]=4)[C:11]([F:16])=[CH:12][N:33]=3)=[CH:29][CH:30]=2)[CH2:20][CH2:21]1. (2) The product is: [CH2:79]([O:86][C:87]1[CH:88]=[CH:89][C:90]([C@@H:98]([O:131][Si:132]([C:135]([CH3:138])([CH3:137])[CH3:136])([CH3:133])[CH3:134])[CH2:99][N:100]([C:124]([O:126][C:127]([CH3:130])([CH3:128])[CH3:129])=[O:125])[CH2:101][CH2:102][CH2:103][CH2:104][CH2:105][O:106][C:60]2[CH:61]=[CH:62][C:57]([C:36]([OH:63])([C:32]3[CH:33]=[CH:34][CH:35]=[CH:30][CH:31]=3)[C:37]([O:39][CH2:40][CH:41]3[CH2:46][CH2:45][N:44]([C:47]([O:49][CH2:50][C:51]4[CH:56]=[CH:55][CH:54]=[CH:53][CH:52]=4)=[O:48])[CH2:43][CH2:42]3)=[O:38])=[CH:58][CH:59]=2)=[C:91]2[C:96]=1[NH:95][C:94](=[O:97])[CH:93]=[CH:92]2)[C:80]1[CH:85]=[CH:84][CH:83]=[CH:82][CH:81]=1. Given the reactants C(OC1C=CC([C@@H](O[Si](C(C)(C)C)(C)C)CN(C(OC(C)(C)C)=O)CCCCNC([C:30]2[CH:31]=[C:32]([C:36]([OH:63])([C:57]3[CH:62]=[CH:61][CH:60]=[CH:59][CH:58]=3)[C:37]([O:39][CH2:40][CH:41]3[CH2:46][CH2:45][N:44]([C:47]([O:49][CH2:50][C:51]4[CH:56]=[CH:55][CH:54]=[CH:53][CH:52]=4)=[O:48])[CH2:43][CH2:42]3)=[O:38])[CH:33]=[CH:34][CH:35]=2)=O)=C2C=1NC(=O)C=C2)C1C=CC=CC=1.[CH2:79]([O:86][C:87]1[CH:88]=[CH:89][C:90]([C@@H:98]([O:131][Si:132]([C:135]([CH3:138])([CH3:137])[CH3:136])([CH3:134])[CH3:133])[CH2:99][N:100]([C:124]([O:126][C:127]([CH3:130])([CH3:129])[CH3:128])=[O:125])[CH2:101][CH2:102][CH2:103][CH2:104][CH2:105][O:106]C2C=CC(C(O)(C3C=CC=CC=3)C(O)=O)=CC=2)=[C:91]2[C:96]=1[NH:95][C:94](=[O:97])[CH:93]=[CH:92]2)[C:80]1[CH:85]=[CH:84][CH:83]=[CH:82][CH:81]=1, predict the reaction product. (3) Given the reactants [Cl:1][C:2]1[CH:7]=[CH:6][C:5]([Cl:8])=[C:4]([CH3:9])[C:3]=1[CH3:10].OS(O)(=O)=O.[BrH:16].CC(N=NC(C#N)(C)C)(C#N)C.OO, predict the reaction product. The product is: [Cl:1][C:2]1[C:3]([CH3:10])=[C:4]([C:5]([Cl:8])=[CH:6][CH:7]=1)[CH2:9][Br:16]. (4) Given the reactants [H-].[Na+].[I-].[CH3:4][S+](C)(C)=O.[O:9]1[C:11]2([CH2:16][CH2:15][N:14]([C:17]3[CH:22]=[CH:21][C:20]([N:23]4[CH2:27][C@@H:26]([CH2:28][NH:29][C:30](=[O:32])[CH3:31])[O:25][C:24]4=[O:33])=[CH:19][C:18]=3[F:34])[CH2:13][CH2:12]2)[CH2:10]1, predict the reaction product. The product is: [O:9]1[C:11]2([CH2:16][CH2:15][N:14]([C:17]3[CH:22]=[CH:21][C:20]([N:23]4[CH2:27][C@H:26]([CH2:28][NH:29][C:30](=[O:32])[CH3:31])[O:25][C:24]4=[O:33])=[CH:19][C:18]=3[F:34])[CH2:13][CH2:12]2)[CH2:10][CH2:4]1.